Dataset: Reaction yield outcomes from USPTO patents with 853,638 reactions. Task: Predict the reaction yield, written as a fraction of the theoretical maximum amount of product (1.0 means a 100% yield; for example, 0.34 means a 34% yield). (1) The reactants are C[Al](C)C.[CH3:5][CH:6]1[N:11]([CH3:12])[CH2:10][CH2:9][N:8]([C:13]2[S:17][C:16]([C:18]([O:20]CC)=O)=[CH:15][CH:14]=2)[CH2:7]1.Cl.[CH3:24][O:25][C:26]1[CH:27]=[C:28]([CH2:34][O:35][C:36]2[CH:37]=[C:38]([NH2:41])[NH:39][N:40]=2)[CH:29]=[C:30]([O:32][CH3:33])[CH:31]=1.C(C(C(C([O-])=O)O)O)([O-])=O.[Na+].[K+]. The yield is 0.0763. The catalyst is C1(C)C=CC=CC=1.O.C(OCC)(=O)C. The product is [CH3:33][O:32][C:30]1[CH:29]=[C:28]([CH2:34][O:35][C:36]2[CH:37]=[C:38]([NH:41][C:18]([C:16]3[S:17][C:13]([N:8]4[CH2:9][CH2:10][N:11]([CH3:12])[CH:6]([CH3:5])[CH2:7]4)=[CH:14][CH:15]=3)=[O:20])[NH:39][N:40]=2)[CH:27]=[C:26]([O:25][CH3:24])[CH:31]=1. (2) The reactants are [OH:1][C@H:2]1[CH2:36][N:5]2[C:6](=[O:35])[C@@H:7]([NH:26][C:27]([C:29]3[CH:33]=[C:32]([CH3:34])[O:31][N:30]=3)=[O:28])[CH2:8][CH2:9][CH2:10][CH2:11][CH2:12][CH:13]=[CH:14][CH:15]3[CH2:20][C@@:16]3([C:21]([O:23]CC)=[O:22])[NH:17][C:18](=[O:19])[C@@H:4]2[CH2:3]1.[Li+].[OH-]. The catalyst is C1COCC1.CO.ClCCl. The product is [OH:1][C@H:2]1[CH2:36][N:5]2[C:6](=[O:35])[C@@H:7]([NH:26][C:27]([C:29]3[CH:33]=[C:32]([CH3:34])[O:31][N:30]=3)=[O:28])[CH2:8][CH2:9][CH2:10][CH2:11][CH2:12][CH:13]=[CH:14][CH:15]3[CH2:20][C@@:16]3([C:21]([OH:23])=[O:22])[NH:17][C:18](=[O:19])[C@@H:4]2[CH2:3]1. The yield is 0.770. (3) The reactants are [Cl:1][C:2]1[CH:3]=[C:4]([CH:7]=[CH:8][C:9]=1[CH3:10])[C:5]#[N:6].C1C(=O)N([Br:18])C(=O)C1. The catalyst is C(Cl)(Cl)(Cl)Cl.N(C(C)(C)C#N)=NC(C)(C)C#N. The product is [Br:18][CH2:10][C:9]1[CH:8]=[CH:7][C:4]([C:5]#[N:6])=[CH:3][C:2]=1[Cl:1]. The yield is 0.680. (4) The reactants are C([O:3][C:4]([C:6]1([C:11]2[CH:16]=[CH:15][CH:14]=[C:13]([Br:17])[CH:12]=2)[CH2:10][CH2:9][CH2:8][CH2:7]1)=[O:5])C.[OH-].[Li+].C1COCC1.CO. The catalyst is O. The product is [Br:17][C:13]1[CH:12]=[C:11]([C:6]2([C:4]([OH:5])=[O:3])[CH2:10][CH2:9][CH2:8][CH2:7]2)[CH:16]=[CH:15][CH:14]=1. The yield is 0.806. (5) The reactants are [C:1]1([C:7]2[N:12]=[N:11][C:10]([N:13]3[CH2:18][CH2:17][N:16]([C:19]4[N:24]=[CH:23][CH:22]=[CH:21][N:20]=4)[CH2:15][CH2:14]3)=[C:9](O)[CH:8]=2)[CH:6]=[CH:5][CH:4]=[CH:3][CH:2]=1.[OH-].[Na+].P(Cl)(Cl)([Cl:30])=O. No catalyst specified. The product is [Cl:30][C:9]1[CH:8]=[C:7]([C:1]2[CH:6]=[CH:5][CH:4]=[CH:3][CH:2]=2)[N:12]=[N:11][C:10]=1[N:13]1[CH2:18][CH2:17][N:16]([C:19]2[N:24]=[CH:23][CH:22]=[CH:21][N:20]=2)[CH2:15][CH2:14]1. The yield is 0.914.